This data is from Full USPTO retrosynthesis dataset with 1.9M reactions from patents (1976-2016). The task is: Predict the reactants needed to synthesize the given product. (1) Given the product [CH3:27][N:25]([CH3:26])[C:22]1[CH:23]=[CH:24][C:19]([CH2:18][CH2:17][O:16][C:13]2[CH:14]=[CH:15][C:10]([CH2:9][CH:8]([O:28][CH2:29][CH3:30])[C:7]([OH:31])=[O:6])=[CH:11][CH:12]=2)=[CH:20][CH:21]=1, predict the reactants needed to synthesize it. The reactants are: O.[OH-].[Li+].C([O:6][C:7](=[O:31])[CH:8]([O:28][CH2:29][CH3:30])[CH2:9][C:10]1[CH:15]=[CH:14][C:13]([O:16][CH2:17][CH2:18][C:19]2[CH:24]=[CH:23][C:22]([N:25]([CH3:27])[CH3:26])=[CH:21][CH:20]=2)=[CH:12][CH:11]=1)C.Cl. (2) Given the product [Cl:1][C:2]1[CH:10]=[CH:9][C:8]2[C:7](=[O:11])[C:6]3[C:5]([C:4]=2[CH:3]=1)=[N:21][C:22]([C:27]#[N:28])=[C:23]([C:24]#[N:25])[N:26]=3, predict the reactants needed to synthesize it. The reactants are: [Cl:1][C:2]1[CH:3]=[C:4]2[C:8](=[CH:9][CH:10]=1)[C:7](=[O:11])[CH2:6][CH2:5]2.BrN1C(=O)CCC1=O.O.[NH2:21]/[C:22](/[C:27]#[N:28])=[C:23](\[NH2:26])/[C:24]#[N:25]. (3) Given the product [CH3:22][O:23][C:27](=[S:28])[NH:1][CH2:2][C:3]1[N:4]=[N:5][N:6]([C:8]2[CH:13]=[CH:12][C:11]([N:14]3[CH2:15][CH2:16][S:17](=[NH:20])[CH2:18][CH2:19]3)=[C:10]([F:21])[CH:9]=2)[CH:7]=1, predict the reactants needed to synthesize it. The reactants are: [NH2:1][CH2:2][C:3]1[N:4]=[N:5][N:6]([C:8]2[CH:13]=[CH:12][C:11]([N:14]3[CH2:19][CH2:18][S:17](=[NH:20])[CH2:16][CH2:15]3)=[C:10]([F:21])[CH:9]=2)[CH:7]=1.[C:22](=O)(O)[O-:23].[Na+].[C:27](Cl)(Cl)=[S:28].